This data is from NCI-60 drug combinations with 297,098 pairs across 59 cell lines. The task is: Regression. Given two drug SMILES strings and cell line genomic features, predict the synergy score measuring deviation from expected non-interaction effect. (1) Synergy scores: CSS=11.0, Synergy_ZIP=-5.33, Synergy_Bliss=-3.06, Synergy_Loewe=0.859, Synergy_HSA=1.15. Drug 2: CC1CCCC2(C(O2)CC(NC(=O)CC(C(C(=O)C(C1O)C)(C)C)O)C(=CC3=CSC(=N3)C)C)C. Cell line: CAKI-1. Drug 1: CN(C)N=NC1=C(NC=N1)C(=O)N. (2) Drug 1: CCCS(=O)(=O)NC1=C(C(=C(C=C1)F)C(=O)C2=CNC3=C2C=C(C=N3)C4=CC=C(C=C4)Cl)F. Drug 2: CC12CCC3C(C1CCC2O)C(CC4=C3C=CC(=C4)O)CCCCCCCCCS(=O)CCCC(C(F)(F)F)(F)F. Cell line: CAKI-1. Synergy scores: CSS=2.40, Synergy_ZIP=-1.09, Synergy_Bliss=-3.62, Synergy_Loewe=-1.64, Synergy_HSA=-2.28. (3) Drug 1: C1=CC(=CC=C1CCCC(=O)O)N(CCCl)CCCl. Drug 2: CCCCC(=O)OCC(=O)C1(CC(C2=C(C1)C(=C3C(=C2O)C(=O)C4=C(C3=O)C=CC=C4OC)O)OC5CC(C(C(O5)C)O)NC(=O)C(F)(F)F)O. Cell line: UO-31. Synergy scores: CSS=3.94, Synergy_ZIP=-7.36, Synergy_Bliss=-9.47, Synergy_Loewe=-6.72, Synergy_HSA=-6.31. (4) Drug 1: CC1=C(C=C(C=C1)C(=O)NC2=CC(=CC(=C2)C(F)(F)F)N3C=C(N=C3)C)NC4=NC=CC(=N4)C5=CN=CC=C5. Drug 2: C1CNP(=O)(OC1)N(CCCl)CCCl. Cell line: UACC62. Synergy scores: CSS=3.01, Synergy_ZIP=0.142, Synergy_Bliss=4.00, Synergy_Loewe=0.549, Synergy_HSA=2.27. (5) Drug 1: CC=C1C(=O)NC(C(=O)OC2CC(=O)NC(C(=O)NC(CSSCCC=C2)C(=O)N1)C(C)C)C(C)C. Drug 2: CC(C)(C#N)C1=CC(=CC(=C1)CN2C=NC=N2)C(C)(C)C#N. Cell line: RXF 393. Synergy scores: CSS=9.71, Synergy_ZIP=-3.70, Synergy_Bliss=-3.75, Synergy_Loewe=-47.2, Synergy_HSA=-3.64. (6) Drug 1: CC(C)(C#N)C1=CC(=CC(=C1)CN2C=NC=N2)C(C)(C)C#N. Drug 2: CC1C(C(CC(O1)OC2CC(CC3=C2C(=C4C(=C3O)C(=O)C5=CC=CC=C5C4=O)O)(C(=O)C)O)N)O. Cell line: T-47D. Synergy scores: CSS=27.4, Synergy_ZIP=-0.0535, Synergy_Bliss=-3.67, Synergy_Loewe=-8.51, Synergy_HSA=-3.86. (7) Drug 1: CCC1=CC2CC(C3=C(CN(C2)C1)C4=CC=CC=C4N3)(C5=C(C=C6C(=C5)C78CCN9C7C(C=CC9)(C(C(C8N6C)(C(=O)OC)O)OC(=O)C)CC)OC)C(=O)OC.C(C(C(=O)O)O)(C(=O)O)O. Drug 2: C1CC(=O)NC(=O)C1N2C(=O)C3=CC=CC=C3C2=O. Cell line: EKVX. Synergy scores: CSS=27.9, Synergy_ZIP=7.89, Synergy_Bliss=10.8, Synergy_Loewe=-22.3, Synergy_HSA=9.27. (8) Synergy scores: CSS=-3.98, Synergy_ZIP=2.84, Synergy_Bliss=2.41, Synergy_Loewe=-6.00, Synergy_HSA=-6.27. Drug 2: C1CN(P(=O)(OC1)NCCCl)CCCl. Cell line: NCI/ADR-RES. Drug 1: COC1=C2C(=CC3=C1OC=C3)C=CC(=O)O2. (9) Drug 1: CC1=C(C(CCC1)(C)C)C=CC(=CC=CC(=CC(=O)O)C)C. Drug 2: C1C(C(OC1N2C=NC(=NC2=O)N)CO)O. Cell line: BT-549. Synergy scores: CSS=5.85, Synergy_ZIP=-0.951, Synergy_Bliss=1.77, Synergy_Loewe=-14.9, Synergy_HSA=-5.70.